From a dataset of Reaction yield outcomes from USPTO patents with 853,638 reactions. Predict the reaction yield, written as a fraction of the theoretical maximum amount of product (1.0 means a 100% yield; for example, 0.34 means a 34% yield). The reactants are [Br:1]Br.[OH:3][C:4]1[CH:5]=[C:6]([CH:10]=[CH:11][CH:12]=1)[C:7]([OH:9])=[O:8]. The catalyst is C(O)(=O)C. The product is [Br:1][C:12]1[CH:11]=[CH:10][C:6]([C:7]([OH:9])=[O:8])=[CH:5][C:4]=1[OH:3]. The yield is 0.280.